This data is from Full USPTO retrosynthesis dataset with 1.9M reactions from patents (1976-2016). The task is: Predict the reactants needed to synthesize the given product. (1) Given the product [NH2:17][C:15]1[CH:16]=[C:11]2[C:12]([CH2:20][C:21](=[O:23])[NH:8]2)=[CH:13][CH:14]=1, predict the reactants needed to synthesize it. The reactants are: O.O.[Sn](Cl)(Cl)(Cl)Cl.[N+:8]([C:11]1[CH:16]=[C:15]([N+:17]([O-])=O)[CH:14]=[CH:13][C:12]=1[CH2:20][C:21]([OH:23])=O)([O-])=O.[OH-].[Na+]. (2) Given the product [Cl:1][C:2]1[CH:10]=[C:9]2[C:5](/[C:6](=[CH:17]/[C:14]3[CH:15]=[CH:16][S:12][CH:13]=3)/[C:7](=[O:11])[NH:8]2)=[CH:4][CH:3]=1, predict the reactants needed to synthesize it. The reactants are: [Cl:1][C:2]1[CH:10]=[C:9]2[C:5]([CH2:6][C:7](=[O:11])[NH:8]2)=[CH:4][CH:3]=1.[S:12]1[CH:16]=[CH:15][C:14]([CH:17]=O)=[CH:13]1.N1CCCCC1. (3) The reactants are: [F:1][C:2]1([F:17])[O:6][C:5]2[CH:7]=[CH:8][C:9]([C:11]3([C:14]([OH:16])=O)[CH2:13][CH2:12]3)=[CH:10][C:4]=2[O:3]1.C(N(CC)C(C)C)(C)C.CN(C(ON1N=NC2C=CC=NC1=2)=[N+](C)C)C.F[P-](F)(F)(F)(F)F.[CH3:51][O:52][C:53]1[CH:54]=[C:55]([CH:70]=[CH:71][C:72]=1[O:73][CH3:74])[CH2:56][CH:57]1[CH:66]([NH2:67])[C:65]2[C:60](=[CH:61][C:62]([O:68][CH3:69])=[CH:63][CH:64]=2)[O:59][CH2:58]1. Given the product [F:17][C:2]1([F:1])[O:6][C:5]2[CH:7]=[CH:8][C:9]([C:11]3([C:14]([NH:67][CH:66]4[C:65]5[C:60](=[CH:61][C:62]([O:68][CH3:69])=[CH:63][CH:64]=5)[O:59][CH2:58][CH:57]4[CH2:56][C:55]4[CH:70]=[CH:71][C:72]([O:73][CH3:74])=[C:53]([O:52][CH3:51])[CH:54]=4)=[O:16])[CH2:12][CH2:13]3)=[CH:10][C:4]=2[O:3]1, predict the reactants needed to synthesize it. (4) Given the product [NH4+:2].[NH4+:18].[N:2]([C@H:5]1[C@H:10]([OH:23])[C@H:9]([OH:11])[C@@H:8]([CH2:12][O:13][P:14]([OH:17])([OH:16])=[O:15])[O:7][CH2:6]1)=[N+:3]=[N-:4], predict the reactants needed to synthesize it. The reactants are: [NH4+].[N:2]([C@H:5]1[CH2:10][C@H:9]([OH:11])[C@@H:8]([CH2:12][O:13][P:14]([OH:17])([OH:16])=[O:15])[O:7][CH2:6]1)=[N+:3]=[N-:4].[N:18]([C@H]1[C@H](O)[C@H](O)[C@@H](CO)[O:23]C1)=[N+]=[N-].